Predict the product of the given reaction. From a dataset of Forward reaction prediction with 1.9M reactions from USPTO patents (1976-2016). (1) Given the reactants [CH3:1][O:2][C:3]1[CH:11]=[C:7]([C:8]([OH:10])=O)[C:6]([OH:12])=[CH:5][CH:4]=1.[F:13][C:14]([F:27])([F:26])[C:15]1[CH:16]=[C:17]([CH:19]=[C:20]([C:22]([F:25])([F:24])[F:23])[CH:21]=1)[NH2:18], predict the reaction product. The product is: [F:13][C:14]([F:26])([F:27])[C:15]1[CH:16]=[C:17]([NH:18][C:8](=[O:10])[C:7]2[CH:11]=[C:3]([O:2][CH3:1])[CH:4]=[CH:5][C:6]=2[OH:12])[CH:19]=[C:20]([C:22]([F:23])([F:25])[F:24])[CH:21]=1. (2) Given the reactants [C:1]([OH:5])(=[O:4])[CH2:2][CH3:3].[C:6]([O-:11])(=[O:10])[CH:7]([CH3:9])[OH:8].C(=O)=O, predict the reaction product. The product is: [C:6]([O-:11])(=[O:10])[CH:7]([CH3:9])[OH:8].[C:1]([O-:5])(=[O:4])[CH2:2][CH3:3].[C:1]([O-:5])(=[O:4])[CH3:2]. (3) Given the reactants Br[C:2]1[N:7]=[N:6][C:5]([NH2:8])=[N:4][C:3]=1[C:9]1[CH:14]=[CH:13][CH:12]=[CH:11][CH:10]=1.[O:15]1[C:19]2[CH:20]=[CH:21][C:22](B(O)O)=[CH:23][C:18]=2[O:17][CH2:16]1, predict the reaction product. The product is: [O:15]1[C:19]2[CH:20]=[CH:21][C:22]([C:2]3[N:7]=[N:6][C:5]([NH2:8])=[N:4][C:3]=3[C:9]3[CH:14]=[CH:13][CH:12]=[CH:11][CH:10]=3)=[CH:23][C:18]=2[O:17][CH2:16]1. (4) Given the reactants Br[C:2]1[C:6]([Br:7])=[CH:5][S:4][CH:3]=1.C([Li])CCC.CON(C)[C:16](=[O:18])[CH3:17], predict the reaction product. The product is: [C:16]([C:2]1[C:6]([Br:7])=[CH:5][S:4][CH:3]=1)(=[O:18])[CH3:17]. (5) Given the reactants [Br:1][C:2]1[CH:3]=[C:4]([NH:8][C:9]2[C:18]3[C:13](=[CH:14][N:15]=[C:16](F)[CH:17]=3)[N:12]=[CH:11][C:10]=2[C:20]#[N:21])[CH:5]=[CH:6][CH:7]=1.[CH3:22][N:23]([CH3:27])[CH2:24][CH2:25][O-:26].[Na+], predict the reaction product. The product is: [Br:1][C:2]1[CH:3]=[C:4]([NH:8][C:9]2[C:18]3[C:13](=[CH:14][N:15]=[C:16]([O:26][CH2:25][CH2:24][N:23]([CH3:27])[CH3:22])[CH:17]=3)[N:12]=[CH:11][C:10]=2[C:20]#[N:21])[CH:5]=[CH:6][CH:7]=1. (6) Given the reactants [CH2:1]([NH:3][C:4]([NH:6][C:7]1[CH:12]=[CH:11][C:10]([C:13]2[N:14]=[C:15]([N:23]3[CH2:28][CH2:27][O:26][CH2:25][C@@H:24]3[CH3:29])[C:16]3[CH2:22][CH2:21][NH:20][CH2:19][C:17]=3[N:18]=2)=[CH:9][CH:8]=1)=[O:5])[CH3:2].[C:30]([N:33]1[CH2:38][CH2:37][C:36](=O)[CH2:35][CH2:34]1)(=[O:32])[CH3:31], predict the reaction product. The product is: [C:30]([N:33]1[CH2:38][CH2:37][CH:36]([N:20]2[CH2:21][CH2:22][C:16]3[C:15]([N:23]4[CH2:28][CH2:27][O:26][CH2:25][C@@H:24]4[CH3:29])=[N:14][C:13]([C:10]4[CH:9]=[CH:8][C:7]([NH:6][C:4]([NH:3][CH2:1][CH3:2])=[O:5])=[CH:12][CH:11]=4)=[N:18][C:17]=3[CH2:19]2)[CH2:35][CH2:34]1)(=[O:32])[CH3:31]. (7) Given the reactants [CH2:1]([O:3][CH:4]([O:11][CH2:12][CH3:13])[CH2:5][CH2:6][NH:7][C:8]([NH2:10])=[S:9])[CH3:2].C(N(C(C)C)CC)(C)C.Br[CH2:24][C:25]([C:27]1[O:31][N:30]=[C:29]([C:32]2[CH:37]=[CH:36][CH:35]=[CH:34][CH:33]=2)[CH:28]=1)=O, predict the reaction product. The product is: [CH2:1]([O:3][CH:4]([O:11][CH2:12][CH3:13])[CH2:5][CH2:6][NH:7][C:8]1[S:9][CH:24]=[C:25]([C:27]2[O:31][N:30]=[C:29]([C:32]3[CH:37]=[CH:36][CH:35]=[CH:34][CH:33]=3)[CH:28]=2)[N:10]=1)[CH3:2]. (8) Given the reactants [Cl:1][C:2]1[N:20]=[CH:19][C:5]2[C:6]3[N:7]([CH:11]=[C:12]([C:14]4[NH:15][CH:16]=[CH:17][N:18]=4)[N:13]=3)[CH2:8][CH2:9][O:10][C:4]=2[CH:3]=1.C([O-])([O-])=O.[Cs+].[Cs+].[CH:27](I)([CH3:29])[CH3:28], predict the reaction product. The product is: [Cl:1][C:2]1[N:20]=[CH:19][C:5]2[C:6]3[N:7]([CH:11]=[C:12]([C:14]4[N:18]([CH:27]([CH3:29])[CH3:28])[CH:17]=[CH:16][N:15]=4)[N:13]=3)[CH2:8][CH2:9][O:10][C:4]=2[CH:3]=1.